From a dataset of Reaction yield outcomes from USPTO patents with 853,638 reactions. Predict the reaction yield, written as a fraction of the theoretical maximum amount of product (1.0 means a 100% yield; for example, 0.34 means a 34% yield). (1) The catalyst is CO. The product is [C:1]([O:5][C:6]([N:8]1[CH2:11][CH:10]([CH2:12][C:13]2[CH:18]=[CH:17][CH:16]=[CH:15][C:14]=2[O:19][CH3:20])[CH2:9]1)=[O:7])([CH3:3])([CH3:4])[CH3:2]. The reactants are [C:1]([O:5][C:6]([N:8]1[CH2:11][CH:10]([C:12](=O)[C:13]2[CH:18]=[CH:17][CH:16]=[CH:15][C:14]=2[O:19][CH3:20])[CH2:9]1)=[O:7])([CH3:4])([CH3:3])[CH3:2].[BH4-].[Na+].C(=O)(O)[O-].[Na+].CCOC(C)=O. The yield is 0.190. (2) The yield is 0.950. The catalyst is C(Cl)Cl. The reactants are C(OC(=O)[N:7]([CH2:16][C:17]1[CH:22]=[CH:21][C:20]([O:23][C:24]2[CH:29]=[CH:28][C:27]([C:30](=[O:34])[NH:31][CH2:32]C)=[CH:26][N:25]=2)=[CH:19][CH:18]=1)[CH2:8][CH2:9][C:10]1[CH:15]=[CH:14][CH:13]=[CH:12][CH:11]=1)(C)(C)C.C(O)(C(F)(F)F)=O. The product is [CH3:32][NH:31][C:30](=[O:34])[C:27]1[CH:28]=[CH:29][C:24]([O:23][C:20]2[CH:21]=[CH:22][C:17]([CH2:16][NH:7][CH2:8][CH2:9][C:10]3[CH:15]=[CH:14][CH:13]=[CH:12][CH:11]=3)=[CH:18][CH:19]=2)=[N:25][CH:26]=1. (3) The reactants are [C:1]1([C:7]2[S:15][C:14]3[C:13](=[O:16])[O:12][C:11](=[O:17])[NH:10][C:9]=3[CH:8]=2)[CH:6]=[CH:5][CH:4]=[CH:3][CH:2]=1.C(=O)([O-])[O-].[Na+].[Na+].[CH2:24](Br)[C:25]1[CH:30]=[CH:29][CH:28]=[CH:27][CH:26]=1. The catalyst is CC(N(C)C)=O. The product is [CH2:24]([N:10]1[C:9]2[CH:8]=[C:7]([C:1]3[CH:2]=[CH:3][CH:4]=[CH:5][CH:6]=3)[S:15][C:14]=2[C:13](=[O:16])[O:12][C:11]1=[O:17])[C:25]1[CH:30]=[CH:29][CH:28]=[CH:27][CH:26]=1. The yield is 0.663.